Dataset: Full USPTO retrosynthesis dataset with 1.9M reactions from patents (1976-2016). Task: Predict the reactants needed to synthesize the given product. (1) Given the product [C:11]([O:10][C:8]([N:7]1[C@H:6]2[CH2:15][CH2:16][CH2:17][CH2:18][C@H:5]2[N:4]=[C:3]1[NH:26][CH2:19][C:20]1[CH:25]=[CH:24][CH:23]=[CH:22][CH:21]=1)=[O:9])([CH3:14])([CH3:13])[CH3:12], predict the reactants needed to synthesize it. The reactants are: CS[C:3]1[N:7]([C:8]([O:10][C:11]([CH3:14])([CH3:13])[CH3:12])=[O:9])[C@H:6]2[CH2:15][CH2:16][CH2:17][CH2:18][C@H:5]2[N:4]=1.[CH2:19]([NH2:26])[C:20]1[CH:25]=[CH:24][CH:23]=[CH:22][CH:21]=1. (2) Given the product [CH:1]([NH:4][C:5]1[C:13]2[C:8](=[CH:9][C:10]([NH2:14])=[CH:11][CH:12]=2)[NH:7][N:6]=1)([CH3:3])[CH3:2], predict the reactants needed to synthesize it. The reactants are: [CH:1]([NH:4][C:5]1[C:13]2[C:8](=[CH:9][C:10]([N+:14]([O-])=O)=[CH:11][CH:12]=2)[NH:7][N:6]=1)([CH3:3])[CH3:2]. (3) Given the product [F:30][C:27]([F:28])([F:29])[C:25]1[CH:24]=[C:23]([C:31]2[CH:36]=[CH:35][C:34]([C:37]([F:38])([F:39])[F:40])=[CH:33][CH:32]=2)[N:22]=[C:21]([C:19]2[CH:18]=[CH:17][N:16]=[C:15]([C:11]3[CH:10]=[C:9]([S:6]([NH2:5])(=[O:8])=[O:7])[CH:14]=[CH:13][CH:12]=3)[CH:20]=2)[CH:26]=1, predict the reactants needed to synthesize it. The reactants are: C([NH:5][S:6]([C:9]1[CH:14]=[CH:13][CH:12]=[C:11]([C:15]2[CH:20]=[C:19]([C:21]3[CH:26]=[C:25]([C:27]([F:30])([F:29])[F:28])[CH:24]=[C:23]([C:31]4[CH:36]=[CH:35][C:34]([C:37]([F:40])([F:39])[F:38])=[CH:33][CH:32]=4)[N:22]=3)[CH:18]=[CH:17][N:16]=2)[CH:10]=1)(=[O:8])=[O:7])(C)(C)C.C(O)(C(F)(F)F)=O. (4) Given the product [Cl:2][C:3]1[CH:8]=[CH:7][N:6]=[C:5]([C:9]([NH:18][O:17][CH2:13][CH:14]([CH3:16])[CH3:15])=[O:10])[CH:4]=1, predict the reactants needed to synthesize it. The reactants are: Cl.[Cl:2][C:3]1[CH:8]=[CH:7][N:6]=[C:5]([C:9](Cl)=[O:10])[CH:4]=1.Cl.[CH2:13]([O:17][NH2:18])[CH:14]([CH3:16])[CH3:15].C(N(CC)C(C)C)(C)C.